From a dataset of Reaction yield outcomes from USPTO patents with 853,638 reactions. Predict the reaction yield, written as a fraction of the theoretical maximum amount of product (1.0 means a 100% yield; for example, 0.34 means a 34% yield). (1) The reactants are [C:1]([C:3]([C:15]#[N:16])=[CH:4][C:5]1[CH:6]=[CH:7][C:8]([OH:14])=[C:9]([CH:13]=1)[C:10]([OH:12])=O)#[N:2].[F:17][C:18]([F:31])([F:30])[C:19]1[CH:20]=[C:21]([CH:23]=[C:24]([C:26]([F:29])([F:28])[F:27])[CH:25]=1)[NH2:22]. The yield is 0.0910. The product is [F:17][C:18]([F:30])([F:31])[C:19]1[CH:20]=[C:21]([NH:22][C:10](=[O:12])[C:9]2[CH:13]=[C:5]([CH:4]=[C:3]([C:1]#[N:2])[C:15]#[N:16])[CH:6]=[CH:7][C:8]=2[OH:14])[CH:23]=[C:24]([C:26]([F:27])([F:29])[F:28])[CH:25]=1. No catalyst specified. (2) The reactants are [Cl-].[Al+3].[Cl-].[Cl-].[H-].[Al+3].[Li+].[H-].[H-].[H-].[CH3:11][O:12][C:13]1[CH:41]=[CH:40][C:16]([C:17]([NH:19][C:20]2[C:21]([CH3:39])=[C:22]([CH3:38])[C:23]3[O:27][C:26]([CH3:29])([CH3:28])[CH:25]([C:30]4[CH:35]=[CH:34][CH:33]=[CH:32][CH:31]=4)[C:24]=3[C:36]=2[CH3:37])=O)=[CH:15][CH:14]=1.[OH-].[Na+]. The catalyst is O1CCCC1. The product is [CH3:11][O:12][C:13]1[CH:41]=[CH:40][C:16]([CH2:17][NH:19][C:20]2[C:21]([CH3:39])=[C:22]([CH3:38])[C:23]3[O:27][C:26]([CH3:29])([CH3:28])[CH:25]([C:30]4[CH:31]=[CH:32][CH:33]=[CH:34][CH:35]=4)[C:24]=3[C:36]=2[CH3:37])=[CH:15][CH:14]=1. The yield is 0.590.